This data is from Catalyst prediction with 721,799 reactions and 888 catalyst types from USPTO. The task is: Predict which catalyst facilitates the given reaction. (1) The catalyst class is: 260. Product: [CH3:16][N:8]([C:9]1[CH:10]=[CH:11][CH:12]=[CH:13][CH:14]=1)[C:6]1[N:7]=[C:2]([NH2:1])[N:3]=[C:4]([C:17]2[N:18]=[C:23]([C:22]([Cl:33])([Cl:32])[Cl:21])[O:20][N:19]=2)[N:5]=1. Reactant: [NH2:1][C:2]1[N:7]=[C:6]([N:8]([CH3:16])[C:9]2[CH:14]=[CH:13][CH:12]=[C:11](C)[CH:10]=2)[N:5]=[C:4]([C:17]([NH:19][OH:20])=[NH:18])[N:3]=1.[Cl:21][C:22]([Cl:33])([Cl:32])[C:23](O[C:23](=O)[C:22]([Cl:33])([Cl:32])[Cl:21])=O.N1C=CC=CC=1. (2) Product: [CH3:49][O:50][C:51](=[O:62])[CH2:52][O:53][C:54]1[CH:59]=[CH:58][C:57]([O:11][CH2:10]/[CH:9]=[C:8](\[C:5]2[CH:4]=[CH:3][C:2]([I:1])=[CH:7][CH:6]=2)/[C:12]2[CH:13]=[CH:14][CH:15]=[CH:16][CH:17]=2)=[CH:56][C:55]=1[CH3:61]. The catalyst class is: 7. Reactant: [I:1][C:2]1[CH:7]=[CH:6][C:5](/[C:8](/[C:12]2[CH:17]=[CH:16][CH:15]=[CH:14][CH:13]=2)=[CH:9]\[CH2:10][OH:11])=[CH:4][CH:3]=1.C(P(CCCC)CCCC)CCC.N(C(N1CCCCC1)=O)=NC(N1CCCCC1)=O.[CH3:49][O:50][C:51](=[O:62])[CH2:52][O:53][C:54]1[CH:59]=[CH:58][C:57](O)=[CH:56][C:55]=1[CH3:61]. (3) Reactant: [N+:1]([C:4]1[CH:11]=[CH:10][C:7]([NH:8][CH3:9])=[CH:6][CH:5]=1)([O-:3])=[O:2].[H-].[Na+].Cl.[CH3:15][N:16]([CH3:20])[CH2:17][CH2:18]Cl. Product: [CH3:15][N:16]([CH3:20])[CH2:17][CH2:18][N:8]([CH3:9])[C:7]1[CH:6]=[CH:5][C:4]([N+:1]([O-:3])=[O:2])=[CH:11][CH:10]=1. The catalyst class is: 1.